Dataset: Forward reaction prediction with 1.9M reactions from USPTO patents (1976-2016). Task: Predict the product of the given reaction. Given the reactants O[C:2]1[C:7]([C:8]#[N:9])=[CH:6][N:5]=[CH:4][C:3]=1[I:10].O=P(Cl)(Cl)[Cl:13], predict the reaction product. The product is: [Cl:13][C:2]1[C:7]([C:8]#[N:9])=[CH:6][N:5]=[CH:4][C:3]=1[I:10].